From a dataset of Reaction yield outcomes from USPTO patents with 853,638 reactions. Predict the reaction yield, written as a fraction of the theoretical maximum amount of product (1.0 means a 100% yield; for example, 0.34 means a 34% yield). (1) The reactants are [CH2:1]([O:3][CH2:4][CH2:5][O:6][CH2:7][CH2:8][OH:9])[CH3:2].C(N(CC)CC)C.[C:17]1([CH3:27])[CH:22]=[CH:21][C:20]([S:23](Cl)(=[O:25])=[O:24])=[CH:19][CH:18]=1. The catalyst is ClCCl. The yield is 0.820. The product is [CH3:27][C:17]1[CH:22]=[CH:21][C:20]([S:23]([O:9][CH2:8][CH2:7][O:6][CH2:5][CH2:4][O:3][CH2:1][CH3:2])(=[O:25])=[O:24])=[CH:19][CH:18]=1. (2) The reactants are C[O:2][C:3]1[CH:29]=[CH:28][CH:27]=[CH:26][C:4]=1[CH2:5][C:6]1[C:10]2[C:11](=[O:25])[N:12]([C:19]3[CH:24]=[CH:23][CH:22]=[CH:21][CH:20]=3)[C:13]3[N:14]=[CH:15][CH:16]=[CH:17][C:18]=3[C:9]=2[NH:8][N:7]=1.Br.O. The catalyst is C(O)(=O)C. The product is [OH:2][C:3]1[CH:29]=[CH:28][CH:27]=[CH:26][C:4]=1[CH2:5][C:6]1[C:10]2[C:11](=[O:25])[N:12]([C:19]3[CH:24]=[CH:23][CH:22]=[CH:21][CH:20]=3)[C:13]3[N:14]=[CH:15][CH:16]=[CH:17][C:18]=3[C:9]=2[NH:8][N:7]=1. The yield is 0.640. (3) The reactants are [O:1]1[C:5]2[CH:6]=[CH:7][C:8](B(O)O)=[CH:9][C:4]=2[CH2:3][CH2:2]1.[C:13]([O:17][C:18]([N:20]1[CH2:25][CH2:24][CH:23]([C:26](SC2C=CC=CC=2)=[O:27])[CH2:22][CH2:21]1)=[O:19])([CH3:16])([CH3:15])[CH3:14]. The catalyst is COCCOC.C1C=CC(/C=C/C(/C=C/C2C=CC=CC=2)=O)=CC=1.C1C=CC(/C=C/C(/C=C/C2C=CC=CC=2)=O)=CC=1.C1C=CC(/C=C/C(/C=C/C2C=CC=CC=2)=O)=CC=1.[Pd].[Pd].S1C=CC=C1C([O-])=O.[Cu+]. The product is [C:13]([O:17][C:18]([N:20]1[CH2:25][CH2:24][CH:23]([C:26]([C:8]2[CH:7]=[CH:6][C:5]3[O:1][CH2:2][CH2:3][C:4]=3[CH:9]=2)=[O:27])[CH2:22][CH2:21]1)=[O:19])([CH3:16])([CH3:15])[CH3:14]. The yield is 0.870. (4) The reactants are C([O:3][C:4]([C:6]1[NH:7][C:8]2[C:13]([C:14]=1[CH3:15])=[CH:12][C:11]([O:16][CH3:17])=[C:10]([C:18]([F:21])([F:20])[F:19])[CH:9]=2)=[O:5])C.[OH-].[K+].Cl. The catalyst is C(O)C.O. The product is [CH3:17][O:16][C:11]1[CH:12]=[C:13]2[C:8](=[CH:9][C:10]=1[C:18]([F:20])([F:21])[F:19])[NH:7][C:6]([C:4]([OH:5])=[O:3])=[C:14]2[CH3:15]. The yield is 0.730. (5) The reactants are [NH2:1][C:2]1[N:32]=[CH:31][CH:30]=[CH:29][C:3]=1[C:4]([C:6]1[C:15]2[C:10](=[CH:11][CH:12]=[CH:13][CH:14]=2)[CH:9]=[C:8]([N:16]2[CH2:21][CH2:20][N:19](C(OC(C)(C)C)=O)[CH2:18][CH2:17]2)[N:7]=1)=[O:5].[F:33][C:34]([F:39])([F:38])[C:35]([OH:37])=[O:36]. The catalyst is ClCCl. The product is [F:33][C:34]([F:39])([F:38])[C:35]([OH:37])=[O:36].[F:33][C:34]([F:39])([F:38])[C:35]([OH:37])=[O:36].[NH2:1][C:2]1[C:3]([C:4]([C:6]2[C:15]3[C:10](=[CH:11][CH:12]=[CH:13][CH:14]=3)[CH:9]=[C:8]([N:16]3[CH2:21][CH2:20][NH:19][CH2:18][CH2:17]3)[N:7]=2)=[O:5])=[CH:29][CH:30]=[CH:31][N:32]=1. The yield is 0.260.